This data is from Drug-target binding data from BindingDB using Ki measurements. The task is: Regression. Given a target protein amino acid sequence and a drug SMILES string, predict the binding affinity score between them. We predict pKi (pKi = -log10(Ki in M); higher means stronger inhibition). Dataset: bindingdb_ki. The compound is C[C@@H]1C(=O)N[C@H](Cc2ccc(F)cc2)C(=O)NCCCc2ccccc2OC(C)(C)CN[C@@H](C2CC2)C(=O)N1C. The target protein (Q9UBU3) has sequence MPSPGTVCSLLLLGMLWLDLAMAGSSFLSPEHQRVQQRKESKKPPAKLQPRALAGWLRPEDGGQAEGAEDELEVRFNAPFDVGIKLSGVQYQQHSQALGKFLQDILWEEAKEAPADK. The pKi is 7.9.